Dataset: Full USPTO retrosynthesis dataset with 1.9M reactions from patents (1976-2016). Task: Predict the reactants needed to synthesize the given product. Given the product [F:1][C:2]1[CH:3]=[C:4]([CH2:9][C@H:10]([NH:32][C:33](=[O:35])[CH3:34])[C@H:11]([OH:31])[CH2:12][NH:13][C:14]2([C:24]3[CH:29]=[CH:28][CH:27]=[C:26]([C:38]4[CH:39]=[CH:40][S:36][CH:37]=4)[CH:25]=3)[CH2:22][CH2:21][C:20]3[C:16](=[CH:17][N:18]([CH3:23])[N:19]=3)[CH2:15]2)[CH:5]=[C:6]([F:8])[CH:7]=1.[F:1][C:2]1[CH:3]=[C:4]([CH2:9][C@H:10]([NH:32][C:33](=[O:35])[CH3:34])[C@H:11]([OH:31])[CH2:12][NH:13][C:14]2([C:24]3[CH:25]=[CH:26][CH:27]=[CH:28][CH:29]=3)[CH2:22][CH2:21][C:20]3[C:16](=[CH:17][N:18]([CH3:23])[N:19]=3)[CH2:15]2)[CH:5]=[C:6]([F:8])[CH:7]=1, predict the reactants needed to synthesize it. The reactants are: [F:1][C:2]1[CH:3]=[C:4]([CH2:9][C@H:10]([NH:32][C:33](=[O:35])[CH3:34])[C@H:11]([OH:31])[CH2:12][NH:13][C:14]2([C:24]3[CH:29]=[CH:28][CH:27]=[C:26](I)[CH:25]=3)[CH2:22][CH2:21][C:20]3[C:16](=[CH:17][N:18]([CH3:23])[N:19]=3)[CH2:15]2)[CH:5]=[C:6]([F:8])[CH:7]=1.[S:36]1[CH:40]=[CH:39][C:38](B(O)O)=[CH:37]1.C(=O)([O-])[O-].[Na+].[Na+].